Dataset: Catalyst prediction with 721,799 reactions and 888 catalyst types from USPTO. Task: Predict which catalyst facilitates the given reaction. Product: [F:23][C:24]1[CH:29]=[C:28]([CH2:30][N:6]2[C:5]([C:12]([C:14]3[CH:15]=[C:16]([CH:19]=[C:20]([CH3:22])[CH:21]=3)[C:17]#[N:18])=[O:13])=[C:4]([C:1]([CH3:3])=[CH2:2])[C:9](=[O:10])[NH:8][C:7]2=[O:11])[CH:27]=[C:26]([NH:36][CH2:37][C:38]2[CH:43]=[CH:42][C:41]([O:44][CH3:45])=[CH:40][CH:39]=2)[N:25]=1. Reactant: [C:1]([C:4]1[C:9](=[O:10])[NH:8][C:7](=[O:11])[NH:6][C:5]=1[C:12]([C:14]1[CH:15]=[C:16]([CH:19]=[C:20]([CH3:22])[CH:21]=1)[C:17]#[N:18])=[O:13])([CH3:3])=[CH2:2].[F:23][C:24]1[CH:29]=[C:28]([CH2:30]OS(C)(=O)=O)[CH:27]=[C:26]([NH:36][CH2:37][C:38]2[CH:43]=[CH:42][C:41]([O:44][CH3:45])=[CH:40][CH:39]=2)[N:25]=1.[I-].[Li+].C(=O)([O-])[O-].[K+].[K+]. The catalyst class is: 39.